From a dataset of HIV replication inhibition screening data with 41,000+ compounds from the AIDS Antiviral Screen. Binary Classification. Given a drug SMILES string, predict its activity (active/inactive) in a high-throughput screening assay against a specified biological target. (1) The molecule is Cc1nn(-c2nc(O)c3c(n2)CCCC3)c(O)c1CCO. The result is 0 (inactive). (2) The molecule is CC1=C(C(=O)NNC(=O)c2ccccc2O)CC(C(=O)NNC(=O)c2ccccc2O)=C(C)N1. The result is 0 (inactive). (3) The drug is O=C1c2c(O)ccc(O)c2C(=O)c2c(NCCOCCO)ccc(NCCOCCO)c21. The result is 0 (inactive). (4) The molecule is COc1ccc(NC(=O)CCC(CC(=O)c2ccco2)=NNC(=O)C(N)=O)cc1. The result is 0 (inactive). (5) The compound is CC(C)(Oc1ccc(Cl)cc1)C(=O)N(C(=O)N1CCC(c2ccccc2)CC1)c1ccccc1. The result is 0 (inactive). (6) The drug is N#CC(c1ccccn1)c1ncccc1[N+](=O)[O-]. The result is 0 (inactive). (7) The drug is N#CC(C(=S)Nc1ccccc1)=C(N)N1CCCC1. The result is 0 (inactive). (8) The compound is Oc1cc(-c2ccccc2)cn2c1nc1ccccc12. The result is 0 (inactive). (9) The compound is Nc1nc(Cl)c(C=O)c(NCC2(CO)CC(CCc3ccccc3)C2)n1. The result is 0 (inactive).